Dataset: Forward reaction prediction with 1.9M reactions from USPTO patents (1976-2016). Task: Predict the product of the given reaction. (1) Given the reactants Cl.[Br:2][C:3]1[C:8]([O:9][CH3:10])=[CH:7][C:6]([NH:11]C(=O)C)=[C:5]([CH2:15][C:16]2[CH:21]=[CH:20][C:19]([CH2:22][CH3:23])=[CH:18][CH:17]=2)[CH:4]=1, predict the reaction product. The product is: [Br:2][C:3]1[C:8]([O:9][CH3:10])=[CH:7][C:6]([NH2:11])=[C:5]([CH2:15][C:16]2[CH:21]=[CH:20][C:19]([CH2:22][CH3:23])=[CH:18][CH:17]=2)[CH:4]=1. (2) Given the reactants [CH3:1][O:2][C:3]1[CH:4]=[C:5]([CH:7]=[CH:8][C:9]=1[O:10][CH3:11])[NH2:6].F[C:13]1[C:18]([C:19]2[N:24]=[C:23]([CH3:25])[N:22]=[C:21]([N:26]([CH2:36][C:37]3[CH:42]=[CH:41][C:40]([O:43][CH3:44])=[CH:39][CH:38]=3)[CH2:27][C:28]3[CH:33]=[CH:32][C:31]([O:34][CH3:35])=[CH:30][CH:29]=3)[N:20]=2)=[CH:17][CH:16]=[CH:15][N:14]=1, predict the reaction product. The product is: [CH3:1][O:2][C:3]1[CH:4]=[C:5]([NH:6][C:13]2[C:18]([C:19]3[N:24]=[C:23]([CH3:25])[N:22]=[C:21]([N:26]([CH2:27][C:28]4[CH:29]=[CH:30][C:31]([O:34][CH3:35])=[CH:32][CH:33]=4)[CH2:36][C:37]4[CH:38]=[CH:39][C:40]([O:43][CH3:44])=[CH:41][CH:42]=4)[N:20]=3)=[CH:17][CH:16]=[CH:15][N:14]=2)[CH:7]=[CH:8][C:9]=1[O:10][CH3:11]. (3) Given the reactants [F:1][C:2]1[CH:20]=[CH:19][C:18]([C:21]2[CH:26]=[CH:25][CH:24]=[C:23]([F:27])[CH:22]=2)=[CH:17][C:3]=1[C:4]([NH:6][C:7]1[C:12]([CH3:13])=[C:11]([OH:14])[CH:10]=[C:9]([CH3:15])[C:8]=1[F:16])=O, predict the reaction product. The product is: [F:16][C:8]1[C:9]([CH3:15])=[CH:10][C:11]([OH:14])=[C:12]([CH3:13])[C:7]=1[NH:6][CH2:4][C:3]1[CH:17]=[C:18]([C:21]2[CH:26]=[CH:25][CH:24]=[C:23]([F:27])[CH:22]=2)[CH:19]=[CH:20][C:2]=1[F:1]. (4) Given the reactants [CH3:1][N:2]1[C:10]2[C:5](=[C:6]([CH3:11])[CH:7]=[CH:8][CH:9]=2)[C:4]([CH2:12][N:13]2[C:22]3[C:17](=[CH:18][CH:19]=[CH:20][CH:21]=3)[C:16](=[O:23])[N:15]([C@H:24]([CH2:28][CH2:29][CH3:30])[C:25](O)=[O:26])[C:14]2=[O:31])=[CH:3]1.N.C1C=CC2N(O)N=[N:39]C=2C=1.C(Cl)CCl, predict the reaction product. The product is: [CH3:1][N:2]1[C:10]2[C:5](=[C:6]([CH3:11])[CH:7]=[CH:8][CH:9]=2)[C:4]([CH2:12][N:13]2[C:22]3[C:17](=[CH:18][CH:19]=[CH:20][CH:21]=3)[C:16](=[O:23])[N:15]([C@H:24]([CH2:28][CH2:29][CH3:30])[C:25]([NH2:39])=[O:26])[C:14]2=[O:31])=[CH:3]1. (5) Given the reactants C(O)(=O)C.[CH3:5][NH:6][C:7]1[CH:12]=[CH:11][N:10]2[CH:13]=[C:14]([C:16]3[CH:21]=[CH:20][C:19](CO)=[CH:18][CH:17]=3)[N:15]=[C:9]2[CH:8]=1.CNC1C=CN=C(N)C=1.ClCC(C1C=CC2[O:45][CH2:44][C:43](=[O:46])[NH:42]C=2C=1)=O, predict the reaction product. The product is: [CH3:5][NH:6][C:7]1[CH:12]=[CH:11][N:10]2[CH:13]=[C:14]([C:16]3[CH:17]=[CH:18][C:19]4[O:45][CH2:44][C:43](=[O:46])[NH:42][C:20]=4[CH:21]=3)[N:15]=[C:9]2[CH:8]=1. (6) Given the reactants O=[C:2]1[CH2:7][CH2:6][N:5]([C:8]([O:10][C:11]([CH3:14])([CH3:13])[CH3:12])=[O:9])[CH2:4][CH2:3]1.[CH:15]([NH2:18])([CH3:17])[CH3:16].C(O)(=O)C.C([BH3-])#N.[Na+], predict the reaction product. The product is: [CH:15]([NH:18][CH:2]1[CH2:7][CH2:6][N:5]([C:8]([O:10][C:11]([CH3:14])([CH3:13])[CH3:12])=[O:9])[CH2:4][CH2:3]1)([CH3:17])[CH3:16]. (7) Given the reactants [C:1]1([C@H:7]2[C@@H:11]([C:12]3[CH:17]=[CH:16][CH:15]=[CH:14][CH:13]=3)[NH:10][C:9](=[S:18])[NH:8]2)[CH:6]=[CH:5][CH:4]=[CH:3][CH:2]=1.[Br:19][C:20]1[CH:27]=[CH:26][C:23]([CH2:24][Cl:25])=[CH:22][CH:21]=1, predict the reaction product. The product is: [ClH:25].[Br:19][C:20]1[CH:27]=[CH:26][C:23]([CH2:24][S:18][C:9]2[NH:8][C@H:7]([C:1]3[CH:2]=[CH:3][CH:4]=[CH:5][CH:6]=3)[C@H:11]([C:12]3[CH:13]=[CH:14][CH:15]=[CH:16][CH:17]=3)[N:10]=2)=[CH:22][CH:21]=1. (8) Given the reactants [F:1][C:2]([F:9])([F:8])[C:3](=[O:7])[CH2:4][C:5]#[N:6].[C:10]1([CH3:30])[CH:15]=[CH:14][C:13]([S:16](O[S:16]([C:13]2[CH:14]=[CH:15][C:10]([CH3:30])=[CH:11][CH:12]=2)(=[O:18])=[O:17])(=[O:18])=[O:17])=[CH:12][CH:11]=1.C(N(CC)CC)C, predict the reaction product. The product is: [CH3:30][C:10]1[CH:15]=[CH:14][C:13]([S:16]([O:7][C:3](=[CH:4][C:5]#[N:6])[C:2]([F:9])([F:8])[F:1])(=[O:18])=[O:17])=[CH:12][CH:11]=1. (9) Given the reactants [F:1][C:2]1[C:3]([C:25]2[CH:26]=[N:27][C:28]([O:31][CH3:32])=[N:29][CH:30]=2)=[C:4]2[C:9](=[CH:10][CH:11]=1)[N:8]=[C:7]([C@@H:12]1[CH2:16][C@H:15]([OH:17])[CH2:14][NH:13]1)[N:6]([C:18]1[CH:23]=[CH:22][CH:21]=[CH:20][CH:19]=1)[C:5]2=[O:24].[NH2:33][C:34]1[N:39]=[C:38](Cl)[C:37]([C:41]#[N:42])=[C:36]([CH3:43])[N:35]=1.CCN(C(C)C)C(C)C, predict the reaction product. The product is: [NH2:33][C:34]1[N:39]=[C:38]([N:13]2[CH2:14][C@@H:15]([OH:17])[CH2:16][C@H:12]2[C:7]2[N:6]([C:18]3[CH:19]=[CH:20][CH:21]=[CH:22][CH:23]=3)[C:5](=[O:24])[C:4]3[C:9](=[CH:10][CH:11]=[C:2]([F:1])[C:3]=3[C:25]3[CH:30]=[N:29][C:28]([O:31][CH3:32])=[N:27][CH:26]=3)[N:8]=2)[C:37]([C:41]#[N:42])=[C:36]([CH3:43])[N:35]=1. (10) Given the reactants Br[CH2:2][CH2:3][CH2:4][OH:5].[CH3:6][C@@H:7]1[CH2:11][CH2:10][CH2:9][NH:8]1.[OH-].[K+], predict the reaction product. The product is: [NH3:8].[CH3:6][C@@H:7]1[CH2:11][CH2:10][CH2:9][N:8]1[CH2:2][CH2:3][CH2:4][OH:5].